This data is from Catalyst prediction with 721,799 reactions and 888 catalyst types from USPTO. The task is: Predict which catalyst facilitates the given reaction. (1) Reactant: [N:1]([C@@H:4]([CH:39]([C:47]1[CH:52]=[CH:51][CH:50]=[C:49]([F:53])[CH:48]=1)[C:40]1[CH:45]=[CH:44][CH:43]=[C:42]([F:46])[CH:41]=1)[C:5]([NH:7][C:8]1[CH:37]=[CH:36][CH:35]=[C:34]([F:38])[C:9]=1[CH2:10][CH2:11][C@@H:12]1[N:17]([S:18]([C:21]2[CH:26]=[CH:25][CH:24]=[CH:23][CH:22]=2)(=[O:20])=[O:19])[CH2:16][CH2:15][N:14]([C:27]([O:29][C:30]([CH3:33])([CH3:32])[CH3:31])=[O:28])[CH2:13]1)=[O:6])=[N+]=[N-].O.CP(C)C. Product: [NH2:1][C@@H:4]([CH:39]([C:40]1[CH:45]=[CH:44][CH:43]=[C:42]([F:46])[CH:41]=1)[C:47]1[CH:52]=[CH:51][CH:50]=[C:49]([F:53])[CH:48]=1)[C:5]([NH:7][C:8]1[CH:37]=[CH:36][CH:35]=[C:34]([F:38])[C:9]=1[CH2:10][CH2:11][C@@H:12]1[N:17]([S:18]([C:21]2[CH:26]=[CH:25][CH:24]=[CH:23][CH:22]=2)(=[O:20])=[O:19])[CH2:16][CH2:15][N:14]([C:27]([O:29][C:30]([CH3:31])([CH3:33])[CH3:32])=[O:28])[CH2:13]1)=[O:6]. The catalyst class is: 25. (2) Reactant: Br[C:2]1[CH:7]=[CH:6][C:5]([N+:8]([O-:10])=[O:9])=[C:4]([O:11][C:12]([CH3:15])([CH3:14])[CH3:13])[CH:3]=1.Cl.[F:17][C:18]1(F)[C:22](F)([F:23])[CH2:21][NH:20][CH2:19]1.CC1(C)C2C(=C(P(C3C=CC=CC=3)C3C=CC=CC=3)C=CC=2)OC2C(P(C3C=CC=CC=3)C3C=CC=CC=3)=CC=CC1=2.CC(C)([O-])C.[Na+]. Product: [C:12]([O:11][C:4]1[CH:3]=[C:2]([N:20]2[CH:21]=[C:22]([F:23])[C:18]([F:17])=[CH:19]2)[CH:7]=[CH:6][C:5]=1[N+:8]([O-:10])=[O:9])([CH3:15])([CH3:14])[CH3:13]. The catalyst class is: 488. (3) Reactant: [C:1]([N:4]1[CH2:9][CH2:8][N:7]([C:10]2[N:11]=[C:12]([N:23]3[CH2:27][CH2:26][CH2:25][C@@H:24]3[C:28]3[CH:33]=[CH:32][C:31]([OH:34])=[C:30]([F:35])[CH:29]=3)[C:13]3[CH2:18][N:17]([CH:19]([CH3:21])[CH3:20])[C:16](=[O:22])[C:14]=3[N:15]=2)[CH2:6][CH2:5]1)(=[O:3])[CH3:2].C([O-])([O-])=O.[K+].[K+].I[CH2:43][CH3:44].O. Product: [C:1]([N:4]1[CH2:9][CH2:8][N:7]([C:10]2[N:11]=[C:12]([N:23]3[CH2:27][CH2:26][CH2:25][C@@H:24]3[C:28]3[CH:33]=[CH:32][C:31]([O:34][CH2:43][CH3:44])=[C:30]([F:35])[CH:29]=3)[C:13]3[CH2:18][N:17]([CH:19]([CH3:21])[CH3:20])[C:16](=[O:22])[C:14]=3[N:15]=2)[CH2:6][CH2:5]1)(=[O:3])[CH3:2]. The catalyst class is: 3. (4) Reactant: [CH2:1]([O:3][C:4]([N:6]1[CH2:11][CH:10]=[C:9]([C:12]([CH3:23])([C:14]2[CH:19]=[CH:18][C:17]([N+:20]([O-])=O)=[CH:16][CH:15]=2)[CH3:13])[CH2:8][CH2:7]1)=[O:5])[CH3:2]. Product: [CH2:1]([O:3][C:4]([N:6]1[CH2:7][CH:8]=[C:9]([C:12]([CH3:13])([C:14]2[CH:19]=[CH:18][C:17]([NH2:20])=[CH:16][CH:15]=2)[CH3:23])[CH2:10][CH2:11]1)=[O:5])[CH3:2]. The catalyst class is: 50. (5) Reactant: [Cl:1][C:2]1[CH:7]=[CH:6][C:5]([CH2:8][C@@H:9]([NH:36][C:37]([C@@H:39]2[CH2:48][C:47]3[C:42](=[CH:43][CH:44]=[CH:45][CH:46]=3)[CH2:41][N:40]2C(OC(C)(C)C)=O)=[O:38])[C:10]([N:12]2[CH2:17][CH2:16][CH:15]([C:18]3[CH:23]=[CH:22][CH:21]=[CH:20][C:19]=3[NH:24][S:25]([C:28]3[CH:33]=[CH:32][CH:31]=[CH:30][C:29]=3[C:34]#[N:35])(=[O:27])=[O:26])[CH2:14][CH2:13]2)=[O:11])=[CH:4][CH:3]=1.C(O)(C(F)(F)F)=O. Product: [Cl:1][C:2]1[CH:7]=[CH:6][C:5]([CH2:8][C@@H:9]([NH:36][C:37]([C@@H:39]2[CH2:48][C:47]3[C:42](=[CH:43][CH:44]=[CH:45][CH:46]=3)[CH2:41][NH:40]2)=[O:38])[C:10]([N:12]2[CH2:13][CH2:14][CH:15]([C:18]3[CH:23]=[CH:22][CH:21]=[CH:20][C:19]=3[NH:24][S:25]([C:28]3[CH:33]=[CH:32][CH:31]=[CH:30][C:29]=3[C:34]#[N:35])(=[O:26])=[O:27])[CH2:16][CH2:17]2)=[O:11])=[CH:4][CH:3]=1. The catalyst class is: 2. (6) Reactant: Br[C:2]1[CH:3]=[C:4]([N:8]([C:22]2[CH:27]=[CH:26][CH:25]=[CH:24][CH:23]=2)[C:9]2[CH:21]=[CH:20][C:12]3[O:13][C:14]4[CH:19]=[CH:18][CH:17]=[CH:16][C:15]=4[C:11]=3[CH:10]=2)[CH:5]=[CH:6][CH:7]=1.[B:28]1([B:28]2[O:32][C:31]([CH3:34])([CH3:33])[C:30]([CH3:36])([CH3:35])[O:29]2)[O:32][C:31]([CH3:34])([CH3:33])[C:30]([CH3:36])([CH3:35])[O:29]1.CC([O-])=O.[K+].C(Cl)Cl. Product: [C:22]1([N:8]([C:4]2[CH:5]=[CH:6][CH:7]=[C:2]([B:28]3[O:32][C:31]([CH3:34])([CH3:33])[C:30]([CH3:36])([CH3:35])[O:29]3)[CH:3]=2)[C:9]2[CH:21]=[CH:20][C:12]3[O:13][C:14]4[CH:19]=[CH:18][CH:17]=[CH:16][C:15]=4[C:11]=3[CH:10]=2)[CH:27]=[CH:26][CH:25]=[CH:24][CH:23]=1. The catalyst class is: 12. (7) Reactant: C(OC([N:8]([CH2:34][C:35]1[CH:44]=[CH:43][C:38]2[O:39][CH2:40][CH2:41][O:42][C:37]=2[CH:36]=1)[CH:9]1[CH2:14][CH2:13][N:12]([CH2:15][CH2:16][N:17]2[C:26]3[C:21](=[CH:22][CH:23]=[C:24]([O:27][CH3:28])[CH:25]=3)[C:20]([C:29]([O:31][CH3:32])=[O:30])=[CH:19][C:18]2=[O:33])[CH2:11][CH2:10]1)=O)(C)(C)C.FC(F)(F)C(O)=O. Product: [O:39]1[C:38]2[CH:43]=[CH:44][C:35]([CH2:34][NH:8][CH:9]3[CH2:10][CH2:11][N:12]([CH2:15][CH2:16][N:17]4[C:26]5[C:21](=[CH:22][CH:23]=[C:24]([O:27][CH3:28])[CH:25]=5)[C:20]([C:29]([O:31][CH3:32])=[O:30])=[CH:19][C:18]4=[O:33])[CH2:13][CH2:14]3)=[CH:36][C:37]=2[O:42][CH2:41][CH2:40]1. The catalyst class is: 22. (8) Reactant: [S:1]1[CH:5]=[CH:4][N:3]=[C:2]1[NH:6][C:7]1[N:12]=[C:11]([C:13]([O:15][CH3:16])=[O:14])[CH:10]=[CH:9][CH:8]=1.C(N(CC)C(C)C)(C)C.Cl[CH2:27][O:28][CH3:29]. Product: [CH3:27][O:28][CH2:29][N:3]1[CH:4]=[CH:5][S:1][C:2]1=[N:6][C:7]1[N:12]=[C:11]([C:13]([O:15][CH3:16])=[O:14])[CH:10]=[CH:9][CH:8]=1. The catalyst class is: 22.